Dataset: Full USPTO retrosynthesis dataset with 1.9M reactions from patents (1976-2016). Task: Predict the reactants needed to synthesize the given product. (1) Given the product [CH2:15]([N:22]1[C:26](=[O:27])[CH:25]2[CH:24]([C:10]2([CH2:11][CH3:12])[C:6]2[CH:7]=[CH:8][CH:9]=[C:4]([N+:1]([O-:3])=[O:2])[CH:5]=2)[C:23]1=[O:28])[C:16]1[CH:17]=[CH:18][CH:19]=[CH:20][CH:21]=1, predict the reactants needed to synthesize it. The reactants are: [N+:1]([C:4]1[CH:5]=[C:6]([C:10](=NN)[CH2:11][CH3:12])[CH:7]=[CH:8][CH:9]=1)([O-:3])=[O:2].[CH2:15]([N:22]1[C:26](=[O:27])[CH:25]=[CH:24][C:23]1=[O:28])[C:16]1[CH:21]=[CH:20][CH:19]=[CH:18][CH:17]=1. (2) Given the product [OH:1][NH:2][C:3]([C:5]1[CH:30]=[CH:29][C:8]2[NH:9][C:10]([C:12]3[CH:13]=[C:14]([C:19]4[CH:24]=[CH:23][C:22]([C:25](=[NH:28])[NH:26][OH:27])=[CH:21][CH:20]=4)[CH:15]=[CH:16][CH:17]=3)=[N:11][C:7]=2[CH:6]=1)=[NH:4], predict the reactants needed to synthesize it. The reactants are: [OH:1][NH:2][C:3]([C:5]1[CH:30]=[CH:29][C:8]2[NH:9][C:10]([C:12]3[CH:13]=[C:14]([C:19]4[CH:24]=[CH:23][C:22]([C:25](=[NH:28])[NH:26][OH:27])=[CH:21][CH:20]=4)[CH:15]=[CH:16][C:17]=3O)=[N:11][C:7]=2[CH:6]=1)=[NH:4].C(C1C=CC(C2C=CC=C(C3NC4C=CC(C#N)=CC=4N=3)C=2)=CC=1)#N. (3) Given the product [CH2:27]([O:26][C:23]1[CH:24]=[CH:25][C:20]([C:10]2[O:11][C:12]3[C:17]([C:18](=[O:19])[C:9]=2[O:8][CH2:1][C:2]2[CH:7]=[CH:6][CH:5]=[CH:4][CH:3]=2)=[CH:16][CH:15]=[CH:14][CH:13]=3)=[CH:21][C:22]=1[O:34][CH2:57][P:58](=[O:59])([O:63][CH2:64][CH3:65])[O:60][CH2:61][CH3:62])[C:28]1[CH:33]=[CH:32][CH:31]=[CH:30][CH:29]=1, predict the reactants needed to synthesize it. The reactants are: [CH2:1]([O:8][C:9]1[C:18](=[O:19])[C:17]2[C:12](=[CH:13][CH:14]=[CH:15][CH:16]=2)[O:11][C:10]=1[C:20]1[CH:25]=[CH:24][C:23]([O:26][CH2:27][C:28]2[CH:33]=[CH:32][CH:31]=[CH:30][CH:29]=2)=[C:22]([OH:34])[CH:21]=1)[C:2]1[CH:7]=[CH:6][CH:5]=[CH:4][CH:3]=1.CN(C=O)C.CC(C)([O-])C.[K+].ClC1C=CC(S(O[CH2:57][P:58]([O:63][CH2:64][CH3:65])([O:60][CH2:61][CH3:62])=[O:59])(=O)=O)=CC=1. (4) Given the product [CH3:1][C:2]1[O:3][C:4]2[CH:10]=[CH:9][C:8]([C:11]3[NH:41][C:40]4[N:39]([N:38]=[CH:37][C:36]=4[C:31]4[CH:32]=[CH:33][CH:34]=[CH:35][N:30]=4)[C:13](=[O:15])[CH:12]=3)=[CH:7][C:5]=2[CH:6]=1, predict the reactants needed to synthesize it. The reactants are: [CH3:1][C:2]1[O:3][C:4]2[CH:10]=[CH:9][C:8]([C:11](=O)[CH2:12][C:13]([O:15]CC)=O)=[CH:7][C:5]=2[CH:6]=1.CC1C=CC(S(O)(=O)=O)=CC=1.[N:30]1[CH:35]=[CH:34][CH:33]=[CH:32][C:31]=1[C:36]1[CH:37]=[N:38][NH:39][C:40]=1[NH2:41]. (5) Given the product [Br:2][CH:15]1[CH:17]([CH2:20][CH3:21])[CH2:18][O:11][CH:10]([C:9]2[CH:12]=[CH:13][C:6]([Br:5])=[C:7]([F:14])[CH:8]=2)[CH2:16]1, predict the reactants needed to synthesize it. The reactants are: [Bi](Br)(Br)[Br:2].[Br:5][C:6]1[CH:13]=[CH:12][C:9]([CH:10]=[O:11])=[CH:8][C:7]=1[F:14].[CH2:15]([CH:17]([CH:20]=[CH2:21])[CH2:18]O)[CH3:16].Cl. (6) The reactants are: [CH3:1][O:2][C:3]1[CH:4]=[C:5]([CH:8]=[C:9]([O:13][CH3:14])[C:10]=1[O:11][CH3:12])[CH:6]=O.[NH2:15][OH:16].Cl.CC([O-])=O.[Na+].[BH3-]C#N.[Na+].Cl. Given the product [CH3:1][O:2][C:3]1[CH:4]=[C:5]([CH:8]=[C:9]([O:13][CH3:14])[C:10]=1[O:11][CH3:12])[CH2:6][NH:15][OH:16], predict the reactants needed to synthesize it. (7) The reactants are: CN(C=[N:5][S:6]([C:9]1[C:10]([C:15]2[CH:20]=[CH:19][C:18]([CH2:21][N:22]3[C:26](C=O)=[C:25]([Cl:29])[N:24]=[C:23]3[C:30]3[CH:35]=[CH:34][CH:33]=[CH:32][CH:31]=3)=[CH:17][CH:16]=2)=[CH:11][CH:12]=[CH:13][CH:14]=1)(=[O:8])=[O:7])C.Cl.C(O)C. Given the product [Cl:29][C:25]1[N:24]=[C:23]([C:30]2[CH:31]=[CH:32][CH:33]=[CH:34][CH:35]=2)[N:22]([CH2:21][C:18]2[CH:17]=[CH:16][C:15]([C:10]3[C:9]([S:6]([NH2:5])(=[O:7])=[O:8])=[CH:14][CH:13]=[CH:12][CH:11]=3)=[CH:20][CH:19]=2)[CH:26]=1, predict the reactants needed to synthesize it.